This data is from Forward reaction prediction with 1.9M reactions from USPTO patents (1976-2016). The task is: Predict the product of the given reaction. Given the reactants [OH-].[K+].[Br:3][C:4]1[CH:9]=[C:8]([OH:10])[C:7]([Br:11])=[CH:6][C:5]=1[OH:12].Br[CH2:14][CH2:15][CH2:16][CH2:17][CH2:18][CH3:19], predict the reaction product. The product is: [Br:3][C:4]1[CH:9]=[C:8]([O:10][CH2:14][CH2:15][CH2:16][CH2:17][CH2:18][CH3:19])[C:7]([Br:11])=[CH:6][C:5]=1[O:12][CH2:8][CH2:9][CH2:4][CH2:5][CH2:6][CH3:7].